From a dataset of Catalyst prediction with 721,799 reactions and 888 catalyst types from USPTO. Predict which catalyst facilitates the given reaction. (1) Reactant: C([O:3][C:4]([C@@H:6]1[CH2:15][C@@H:14]2[C@@H:9]([CH2:10][CH2:11][C@H:12]([O:16][C:17]3[CH:22]=[CH:21][C:20]([Cl:23])=[CH:19][C:18]=3[C:24]([O:26]CC)=[O:25])[CH2:13]2)[CH2:8][N:7]1C(OC(C)(C)C)=O)=[O:5])C.Cl. The catalyst class is: 7. Product: [ClH:23].[C:24]([C:18]1[CH:19]=[C:20]([Cl:23])[CH:21]=[CH:22][C:17]=1[O:16][C@H:12]1[CH2:11][CH2:10][C@@H:9]2[C@@H:14]([CH2:15][C@@H:6]([C:4]([OH:5])=[O:3])[NH:7][CH2:8]2)[CH2:13]1)([OH:26])=[O:25]. (2) The catalyst class is: 529. Product: [CH3:1][CH:2]([O:12][C:13](=[O:25])[C:14]1[C:15]([O:24][S:26]([C:29]([F:32])([F:31])[F:30])(=[O:28])=[O:27])=[CH:16][C:17]([O:22][CH3:23])=[CH:18][C:19]=1[O:20][CH3:21])[CH2:3][CH2:4][C:5](=[O:11])[CH2:6][CH2:7][CH2:8][CH:9]=[CH2:10]. Reactant: [CH3:1][CH:2]([O:12][C:13](=[O:25])[C:14]1[C:19]([O:20][CH3:21])=[CH:18][C:17]([O:22][CH3:23])=[CH:16][C:15]=1[OH:24])[CH2:3][CH2:4][C:5](=[O:11])[CH2:6][CH2:7][CH2:8][CH:9]=[CH2:10].[S:26](O[S:26]([C:29]([F:32])([F:31])[F:30])(=[O:28])=[O:27])([C:29]([F:32])([F:31])[F:30])(=[O:28])=[O:27]. (3) Reactant: C(OC([N:8]1[CH2:12][CH2:11][CH:10]([O:13][C:14]2[C:19]3[C:20]4[CH:26]=[C:25]([C:27]5[CH:28]=[N:29][N:30]([CH3:32])[CH:31]=5)[CH:24]=[N:23][C:21]=4[NH:22][C:18]=3[CH:17]=[N:16][C:15]=2[C:33]#[N:34])[CH2:9]1)=O)(C)(C)C.C([Cl:38])(=O)C. Product: [ClH:38].[CH3:32][N:30]1[CH:31]=[C:27]([C:25]2[CH:24]=[N:23][C:21]3[NH:22][C:18]4[CH:17]=[N:16][C:15]([C:33]#[N:34])=[C:14]([O:13][CH:10]5[CH2:11][CH2:12][NH:8][CH2:9]5)[C:19]=4[C:20]=3[CH:26]=2)[CH:28]=[N:29]1. The catalyst class is: 5. (4) Reactant: C([O:8][CH2:9][C@@H:10]1[O:28][CH2:27][C:13]2([C:29]3[CH:34]=[C:33]([Br:35])[C:32]([F:36])=[CH:31][C:30]=3[F:37])[N:14]=[C:15]([NH:18][C:19](=[O:26])[C:20]3[CH:25]=[CH:24][CH:23]=[CH:22][CH:21]=3)[S:16][CH2:17][CH:12]2[CH2:11]1)C1C=CC=CC=1.Br([O-])(=O)=O.[Na+].S(S([O-])=O)([O-])=O.[Na+].[Na+]. Product: [Br:35][C:33]1[C:32]([F:36])=[CH:31][C:30]([F:37])=[C:29]([C@:13]23[CH2:27][O:28][C@@H:10]([CH2:9][OH:8])[CH2:11][C@H:12]2[CH2:17][S:16][C:15]([NH:18][C:19](=[O:26])[C:20]2[CH:25]=[CH:24][CH:23]=[CH:22][CH:21]=2)=[N:14]3)[CH:34]=1. The catalyst class is: 84. (5) Reactant: C(Cl)Cl.[Cl:4][C:5]1[C:6]([CH:12]([S:21]([C:24]2[CH:29]=[CH:28][C:27]([Cl:30])=[CH:26][CH:25]=2)(=[O:23])=[O:22])[C:13]2[CH:18]=[C:17]([F:19])[CH:16]=[CH:15][C:14]=2[F:20])=[CH:7][C:8]([NH2:11])=[N:9][CH:10]=1.N1C=CC=CC=1.[F:37][C:38]([F:51])([F:50])[S:39](O[S:39]([C:38]([F:51])([F:50])[F:37])(=[O:41])=[O:40])(=[O:41])=[O:40]. Product: [Cl:4][C:5]1[C:6]([CH:12]([S:21]([C:24]2[CH:29]=[CH:28][C:27]([Cl:30])=[CH:26][CH:25]=2)(=[O:23])=[O:22])[C:13]2[CH:18]=[C:17]([F:19])[CH:16]=[CH:15][C:14]=2[F:20])=[CH:7][C:8]([N:11]([S:39]([C:38]([F:51])([F:50])[F:37])(=[O:41])=[O:40])[S:39]([C:38]([F:51])([F:50])[F:37])(=[O:41])=[O:40])=[N:9][CH:10]=1. The catalyst class is: 81. (6) Reactant: [CH3:1][N:2]1[C:6](=[O:7])[CH2:5][NH:4][C:3]1=[O:8].[Cl:9][C:10]1[CH:17]=[CH:16][C:13]([CH:14]=O)=[CH:12][CH:11]=1.N1CCCCC1.C(O)(=O)C. Product: [Cl:9][C:10]1[CH:17]=[CH:16][C:13]([CH:14]=[C:5]2[NH:4][C:3](=[O:8])[N:2]([CH3:1])[C:6]2=[O:7])=[CH:12][CH:11]=1. The catalyst class is: 51. (7) Reactant: [N:1]1[C:8]([NH2:9])=[N:7][C:5]([NH2:6])=[N:4][C:2]=1[NH2:3].C=O.[CH:12](O)=[O:13].[OH-].[Na+]. Product: [CH2:12]=[O:13].[N:1]1[C:8]([NH2:9])=[N:7][C:5]([NH2:6])=[N:4][C:2]=1[NH2:3]. The catalyst class is: 5. (8) Reactant: Br[C:2]1[CH:3]=[C:4]([C@:8]([C@@H:16]2[CH2:21][CH2:20][CH2:19][N:18]([C:22]([NH:24][C@H:25]([CH2:33][N:34]([CH3:44])[C:35]([O:37][CH2:38][CH2:39][Si:40]([CH3:43])([CH3:42])[CH3:41])=[O:36])[CH2:26][CH:27]3[CH2:32][CH2:31][CH2:30][CH2:29][CH2:28]3)=[O:23])[CH2:17]2)([OH:15])[CH2:9][CH2:10][CH2:11][CH2:12][O:13][CH3:14])[CH:5]=[CH:6][CH:7]=1.[C:45]([Cu])#[N:46]. Product: [C:45]([C:2]1[CH:3]=[C:4]([C@:8]([C@@H:16]2[CH2:21][CH2:20][CH2:19][N:18]([C:22]([NH:24][C@H:25]([CH2:33][N:34]([CH3:44])[C:35]([O:37][CH2:38][CH2:39][Si:40]([CH3:41])([CH3:42])[CH3:43])=[O:36])[CH2:26][CH:27]3[CH2:32][CH2:31][CH2:30][CH2:29][CH2:28]3)=[O:23])[CH2:17]2)([OH:15])[CH2:9][CH2:10][CH2:11][CH2:12][O:13][CH3:14])[CH:5]=[CH:6][CH:7]=1)#[N:46]. The catalyst class is: 3.